From a dataset of Forward reaction prediction with 1.9M reactions from USPTO patents (1976-2016). Predict the product of the given reaction. (1) Given the reactants [CH:1]1([N:6]2[CH2:11][CH2:10][N:9]([C:12]([C:14]3[CH:15]=[C:16]4[C:20](=[CH:21][CH:22]=3)[NH:19][C:18]([C:23](O)=[O:24])=[CH:17]4)=[O:13])[CH2:8][CH2:7]2)[CH2:5][CH2:4][CH2:3][CH2:2]1.C1(N2CCN(C(C3C=C4C(=CC=3)NC(C(N3CCS(=O)(=O)CC3)=O)=C4)=O)CC2)CCCC1.F[B-](F)(F)F.N1(OC(N(C)C)=[N+](C)C)C2C=CC=CC=2N=N1.[F:80][C:81]1[CH:88]=[CH:87][C:84]([NH:85][CH3:86])=[CH:83][CH:82]=1.C(N(CC)C(C)C)(C)C, predict the reaction product. The product is: [F:80][C:81]1[CH:88]=[CH:87][C:84]([N:85]([CH3:86])[C:23]([C:18]2[NH:19][C:20]3[C:16]([CH:17]=2)=[CH:15][C:14]([C:12]([N:9]2[CH2:10][CH2:11][N:6]([CH:1]4[CH2:5][CH2:4][CH2:3][CH2:2]4)[CH2:7][CH2:8]2)=[O:13])=[CH:22][CH:21]=3)=[O:24])=[CH:83][CH:82]=1. (2) Given the reactants Cl.[N+:2]([C:5]1[CH:12]=[CH:11][C:8]([CH2:9][NH2:10])=[CH:7][CH:6]=1)([O-:4])=[O:3].[C:13]([C:17]1[CH:18]=[C:19]([CH:23]=[C:24]([C:27]([CH3:30])([CH3:29])[CH3:28])[C:25]=1[OH:26])[C:20](O)=[O:21])([CH3:16])([CH3:15])[CH3:14].C(N(CC)CC)C.C1(N=C=NC2CCCCC2)CCCCC1, predict the reaction product. The product is: [CH3:30][C:27]([C:24]1[CH:23]=[C:19]([CH:18]=[C:17]([C:13]([CH3:16])([CH3:15])[CH3:14])[C:25]=1[OH:26])[C:20]([NH:10][CH2:9][C:8]1[CH:7]=[CH:6][C:5]([N+:2]([O-:4])=[O:3])=[CH:12][CH:11]=1)=[O:21])([CH3:28])[CH3:29]. (3) Given the reactants [CH2:1]([N:8]([CH2:23][CH2:24]Cl)[C:9]([C:11]1[NH:12][CH:13]=[CH:14][C:15]=1[C:16]1[CH:21]=[CH:20][C:19]([F:22])=[CH:18][CH:17]=1)=[O:10])[C:2]1[CH:7]=[CH:6][CH:5]=[CH:4][CH:3]=1.[H-].[Na+], predict the reaction product. The product is: [CH2:1]([N:8]1[CH2:23][CH2:24][N:12]2[CH:13]=[CH:14][C:15]([C:16]3[CH:21]=[CH:20][C:19]([F:22])=[CH:18][CH:17]=3)=[C:11]2[C:9]1=[O:10])[C:2]1[CH:7]=[CH:6][CH:5]=[CH:4][CH:3]=1.